This data is from Forward reaction prediction with 1.9M reactions from USPTO patents (1976-2016). The task is: Predict the product of the given reaction. (1) Given the reactants [CH:1]1([S:4]([NH2:7])(=[O:6])=[O:5])[CH2:3][CH2:2]1.[H-].[Na+].[Cl:10][C:11]1[CH:12]=[C:13]2[C:18](=[C:19]([C:21](O)=[O:22])[CH:20]=1)[NH:17][CH:16]([C:24]1[CH:29]=[CH:28][CH:27]=[C:26]([N:30]3[CH2:35][CH2:34][O:33][CH2:32][CH2:31]3)[CH:25]=1)[CH2:15][C:14]2([CH3:37])[CH3:36].C(N1C=CN=C1)(N1C=CN=C1)=O, predict the reaction product. The product is: [Cl:10][C:11]1[CH:12]=[C:13]2[C:18](=[C:19]([C:21]([NH:7][S:4]([CH:1]3[CH2:3][CH2:2]3)(=[O:6])=[O:5])=[O:22])[CH:20]=1)[NH:17][CH:16]([C:24]1[CH:29]=[CH:28][CH:27]=[C:26]([N:30]3[CH2:35][CH2:34][O:33][CH2:32][CH2:31]3)[CH:25]=1)[CH2:15][C:14]2([CH3:37])[CH3:36]. (2) Given the reactants [C:1](C1C2C(=CC(C(O)=O)=CC=2)NN=1)(=[O:3])[NH2:2].Br[C:17]1[C:21]2=[N:22][CH:23]=[C:24]([C:26]([O:28]CC3C=CC=CC=3)=[O:27])[CH:25]=[C:20]2[NH:19][CH:18]=1, predict the reaction product. The product is: [C:1]([C:17]1[C:21]2=[N:22][CH:23]=[C:24]([C:26]([OH:28])=[O:27])[CH:25]=[C:20]2[NH:19][CH:18]=1)(=[O:3])[NH2:2]. (3) Given the reactants [C:1]([O:5][Li])(C)(C)[CH3:2].C1COCC1.[C:12]([O:16][C:17](=[O:33])[C:18]1[C:23]([F:24])=[CH:22][C:21]([NH:25][C:26]([O:28][CH:29]([CH3:31])[CH3:30])=[O:27])=[CH:20][C:19]=1[F:32])([CH3:15])([CH3:14])[CH3:13].CO.[NH4+:36].[Cl-], predict the reaction product. The product is: [C:12]([O:16][C:17](=[O:33])[C:18]1[C:23]([F:24])=[CH:22][C:21]([N:25]2[CH2:31][CH:29]([CH2:30][NH:36][C:1](=[O:5])[CH3:2])[O:28][C:26]2=[O:27])=[CH:20][C:19]=1[F:32])([CH3:13])([CH3:15])[CH3:14]. (4) Given the reactants [CH:1]([Si:4](Cl)([CH:8]([CH3:10])[CH3:9])[CH:5]([CH3:7])[CH3:6])([CH3:3])[CH3:2].[NH2:12][C:13]1[N:17]([C:18]2[CH:19]=[C:20]([OH:24])[CH:21]=[CH:22][CH:23]=2)[N:16]=[C:15]([C:25]([CH3:28])([CH3:27])[CH3:26])[CH:14]=1.N1C=CN=C1, predict the reaction product. The product is: [C:25]([C:15]1[CH:14]=[C:13]([NH2:12])[N:17]([C:18]2[CH:23]=[CH:22][CH:21]=[C:20]([O:24][Si:4]([CH:8]([CH3:10])[CH3:9])([CH:5]([CH3:7])[CH3:6])[CH:1]([CH3:3])[CH3:2])[CH:19]=2)[N:16]=1)([CH3:28])([CH3:26])[CH3:27]. (5) Given the reactants N[C:2]1[CH:10]=[C:9]2[C:5]([CH2:6][O:7][C:8]2=[C:11]2[C:19]3[C:14](=[CH:15][CH:16]=[CH:17][CH:18]=3)[NH:13][C:12]2=[O:20])=[CH:4][CH:3]=1.C([N:24](CC)C(C)C)(C)C.[C:30](Cl)(=[O:34])[CH2:31][CH2:32][CH3:33], predict the reaction product. The product is: [O:20]=[C:12]1[C:11](=[C:8]2[C:9]3[C:5](=[CH:4][CH:3]=[C:2]([CH:31]([CH2:32][CH3:33])[C:30]([NH2:24])=[O:34])[CH:10]=3)[CH2:6][O:7]2)[C:15]2[C:14](=[CH:19][CH:18]=[CH:17][CH:16]=2)[NH:13]1. (6) Given the reactants F[P-](F)(F)(F)(F)F.N1(O[P+](N2CCCC2)(N2CCCC2)N2CCCC2)C2C=CC=CC=2N=N1.Cl.[NH2:35][CH:36]([C:38]1[NH:39][C:40]([C:46]2[CH:55]=[CH:54][CH:53]=[C:52]3[C:47]=2[N:48]=[C:49]([NH:57][C:58]([CH3:62])([CH3:61])[CH2:59][OH:60])[C:50]([CH3:56])=[N:51]3)=[CH:41][C:42]=1[C:43](O)=[O:44])[CH3:37].CCN(C(C)C)C(C)C, predict the reaction product. The product is: [OH:60][CH2:59][C:58]([NH:57][C:49]1[C:50]([CH3:56])=[N:51][C:52]2[C:47]([N:48]=1)=[C:46]([C:40]1[NH:39][C:38]3[CH:36]([CH3:37])[NH:35][C:43](=[O:44])[C:42]=3[CH:41]=1)[CH:55]=[CH:54][CH:53]=2)([CH3:62])[CH3:61]. (7) Given the reactants [CH2:1]([O:8][C@H:9]1[C@H:14]([O:15][CH2:16][C:17]2[CH:22]=[CH:21][CH:20]=[CH:19][CH:18]=2)[C@@H:13]([O:23][CH2:24][C:25]2[CH:30]=[CH:29][CH:28]=[CH:27][CH:26]=2)[C@H:12]([C:31]([F:38])([F:37])[CH2:32][O:33]OCC)[O:11][C@@H:10]1[CH2:39][O:40][CH2:41][C:42]1[CH:47]=[CH:46][CH:45]=[CH:44][CH:43]=1)[C:2]1[CH:7]=[CH:6][CH:5]=[CH:4][CH:3]=1.[Li+].[OH-:49].Cl, predict the reaction product. The product is: [F:38][C:31]([F:37])([C@H:12]1[C@H:13]([O:23][CH2:24][C:25]2[CH:26]=[CH:27][CH:28]=[CH:29][CH:30]=2)[C@@H:14]([O:15][CH2:16][C:17]2[CH:22]=[CH:21][CH:20]=[CH:19][CH:18]=2)[C@H:9]([O:8][CH2:1][C:2]2[CH:3]=[CH:4][CH:5]=[CH:6][CH:7]=2)[C@@H:10]([CH2:39][O:40][CH2:41][C:42]2[CH:43]=[CH:44][CH:45]=[CH:46][CH:47]=2)[O:11]1)[C:32]([OH:33])=[O:49]. (8) Given the reactants [CH:1]1([CH2:7][C:8]2[N:12]=[C:11]([CH2:13][CH2:14][CH2:15][CH3:16])[N:10]([CH2:17][C:18]3[CH:23]=[CH:22][C:21]([C:24]4[CH:29]=[CH:28][CH:27]=[CH:26][C:25]=4N4C=NN=N4)=[CH:20][CH:19]=3)[N:9]=2)[CH2:6][CH2:5][CH2:4][CH2:3][CH2:2]1.[NH:35]1[CH:39]=[N:38][N:37]=[N:36]1, predict the reaction product. The product is: [CH:1]1([CH2:7][C:8]2[N:12]=[C:11]([CH2:13][CH2:14][CH2:15][CH3:16])[N:10]([CH2:17][C:18]3[CH:23]=[CH:22][C:21]([C:24]4[CH:29]=[CH:28][CH:27]=[CH:26][C:25]=4[C:39]4[NH:38][N:37]=[N:36][N:35]=4)=[CH:20][CH:19]=3)[N:9]=2)[CH2:2][CH2:3][CH2:4][CH2:5][CH2:6]1. (9) Given the reactants [OH:1][C:2]1[CH:7]=[CH:6][C:5]([N+:8]([O-:10])=[O:9])=[CH:4][N:3]=1.[I:11]([O-])(=O)=O.[K+].[I-].[K+], predict the reaction product. The product is: [OH:1][C:2]1[C:7]([I:11])=[CH:6][C:5]([N+:8]([O-:10])=[O:9])=[CH:4][N:3]=1. (10) Given the reactants Cl[CH2:2][C:3]([C:7]1[CH:12]=[CH:11][CH:10]=[C:9]([F:13])[C:8]=1[F:14])([OH:6])[CH2:4]Cl.C(=O)(O)[O-].[Na+].[CH2:20]([NH2:22])[CH3:21].O, predict the reaction product. The product is: [F:14][C:8]1[C:9]([F:13])=[CH:10][CH:11]=[CH:12][C:7]=1[C:3]1([OH:6])[CH2:4][N:22]([CH2:20][CH3:21])[CH2:2]1.